This data is from Full USPTO retrosynthesis dataset with 1.9M reactions from patents (1976-2016). The task is: Predict the reactants needed to synthesize the given product. Given the product [ClH:31].[N:16]12[CH2:21][CH2:20][CH:19]([CH2:18][CH2:17]1)[C@@H:14]([NH:13][C:11]([C:9]1[S:10][C:6]3[CH:5]=[C:4]([NH:3][C:39]([NH:38][C:35]4[CH:36]=[CH:37][C:32]([Cl:31])=[CH:33][CH:34]=4)=[O:40])[CH:23]=[CH:22][C:7]=3[CH:8]=1)=[O:12])[CH2:15]2, predict the reactants needed to synthesize it. The reactants are: Cl.Cl.[NH2:3][C:4]1[CH:23]=[CH:22][C:7]2[CH:8]=[C:9]([C:11]([NH:13][C@@H:14]3[CH:19]4[CH2:20][CH2:21][N:16]([CH2:17][CH2:18]4)[CH2:15]3)=[O:12])[S:10][C:6]=2[CH:5]=1.C(N(CC)CC)C.[Cl:31][C:32]1[CH:37]=[CH:36][C:35]([N:38]=[C:39]=[O:40])=[CH:34][CH:33]=1.